This data is from Reaction yield outcomes from USPTO patents with 853,638 reactions. The task is: Predict the reaction yield, written as a fraction of the theoretical maximum amount of product (1.0 means a 100% yield; for example, 0.34 means a 34% yield). The reactants are [Cl:1][C:2]1[C:3]([C:11]#[N:12])=[N:4][CH:5]=[C:6]([N+:8]([O-])=O)[CH:7]=1.[Sn](Cl)Cl.C(=O)([O-])O.[Na+]. The catalyst is C(O)C. The product is [NH2:8][C:6]1[CH:7]=[C:2]([Cl:1])[C:3]([C:11]#[N:12])=[N:4][CH:5]=1. The yield is 0.870.